This data is from Forward reaction prediction with 1.9M reactions from USPTO patents (1976-2016). The task is: Predict the product of the given reaction. (1) Given the reactants C[O:2][C:3]([C@H:5]1[CH2:9][C@@H:8]([C:10](=[O:21])[NH:11][CH2:12][C:13]2[CH:18]=[CH:17][CH:16]=[C:15]([Cl:19])[C:14]=2[F:20])[N:7]([C:22]([O:24][C:25]([CH3:28])([CH3:27])[CH3:26])=[O:23])[CH2:6]1)=O.[BH4-].[Li+].C(Cl)Cl, predict the reaction product. The product is: [C:25]([O:24][C:22]([N:7]1[CH2:6][C@@H:5]([CH2:3][OH:2])[CH2:9][C@H:8]1[C:10](=[O:21])[NH:11][CH2:12][C:13]1[CH:18]=[CH:17][CH:16]=[C:15]([Cl:19])[C:14]=1[F:20])=[O:23])([CH3:28])([CH3:26])[CH3:27]. (2) The product is: [OH:6][CH:7]=[C:8]([O:11][CH2:12][C:13]1[CH:18]=[CH:17][CH:16]=[CH:15][CH:14]=1)[CH2:9][CH3:10]. Given the reactants C1CC=CC=1.[OH:6][CH2:7][C:8]([O:11][CH2:12][C:13]1[CH:18]=[CH:17][CH:16]=[CH:15][CH:14]=1)=[CH:9][CH3:10], predict the reaction product. (3) The product is: [Cl:19][C:17]1[CH:18]=[C:13]([CH2:12][C@@H:5]([CH2:6][C:7]([O:9][CH3:10])=[O:8])[C:4]([O:3][CH3:1])=[O:27])[C:14]([CH2:22][OH:23])=[C:15]2[C:16]=1[NH:20][N:42]=[CH:21]2. Given the reactants [CH2:1]([O:3][C:4](=[O:27])[C@@H:5]([CH2:12][C:13]1[CH:18]=[C:17]([Cl:19])[C:16]([NH2:20])=[C:15]([CH3:21])[C:14]=1[CH2:22][O:23]C(=O)C)[CH2:6][C:7]([O:9][CH2:10]C)=[O:8])C.COC(=O)[C@@H](CC1C(CO)=C2C(=CC=1)N[N:42]=C2)CC(OC)=O, predict the reaction product. (4) Given the reactants C([N:8]1[CH2:13][CH2:12][C:11]([CH2:15][OH:16])([OH:14])[CH2:10][CH2:9]1)C1C=CC=CC=1.[ClH:17], predict the reaction product. The product is: [ClH:17].[OH:16][CH2:15][C:11]1([OH:14])[CH2:12][CH2:13][NH:8][CH2:9][CH2:10]1.